From a dataset of Reaction yield outcomes from USPTO patents with 853,638 reactions. Predict the reaction yield, written as a fraction of the theoretical maximum amount of product (1.0 means a 100% yield; for example, 0.34 means a 34% yield). (1) The reactants are [CH3:1][O:2][C:3]1[CH:4]=[C:5]2[C:10](=[CH:11][C:12]=1[O:13][CH2:14][CH2:15][O:16][CH3:17])[C:9](O)=[N:8][C:7]([NH:19][C:20]1[CH:24]=[C:23]([CH3:25])[NH:22][N:21]=1)=[CH:6]2.O=P(Cl)(Cl)[Cl:28]. No catalyst specified. The product is [Cl:28][C:9]1[C:10]2[C:5](=[CH:4][C:3]([O:2][CH3:1])=[C:12]([O:13][CH2:14][CH2:15][O:16][CH3:17])[CH:11]=2)[CH:6]=[C:7]([NH:19][C:20]2[CH:24]=[C:23]([CH3:25])[NH:22][N:21]=2)[N:8]=1. The yield is 0.627. (2) The reactants are Br[C:2]1[C:3]([NH:9][C:10]2[C:11](=[O:26])[N:12]([CH2:17][C:18]3[CH:23]=[CH:22][C:21]([O:24][CH3:25])=[CH:20][CH:19]=3)[CH:13]=[C:14]([Cl:16])[N:15]=2)=[N:4][CH:5]=[C:6]([CH3:8])[CH:7]=1.C(N(CC)CC)C.[CH3:34][Si:35]([C:38]#[CH:39])([CH3:37])[CH3:36]. The catalyst is C1COCC1.[Cu](I)I.[Cu]I.C1(P(C2C=CC=CC=2)C2C=CC=CC=2)C=CC=CC=1. The product is [Cl:16][C:14]1[N:15]=[C:10]([NH:9][C:3]2[C:2]([C:39]#[C:38][Si:35]([CH3:37])([CH3:36])[CH3:34])=[CH:7][C:6]([CH3:8])=[CH:5][N:4]=2)[C:11](=[O:26])[N:12]([CH2:17][C:18]2[CH:23]=[CH:22][C:21]([O:24][CH3:25])=[CH:20][CH:19]=2)[CH:13]=1. The yield is 0.810. (3) The reactants are [C:1](/[N:3]=[C:4](/[S-:7])\[S:5][CH3:6])#[N:2].[K+].Cl[CH2:10][C:11]([NH2:13])=[O:12].C[O-].[Na+].O. The catalyst is C(O)C. The product is [NH2:2][C:1]1[N:3]=[C:4]([S:5][CH3:6])[S:7][C:10]=1[C:11]([NH2:13])=[O:12]. The yield is 0.300. (4) The reactants are [CH2:1]([N:5]=[C:6]=[S:7])[CH:2]([CH3:4])[CH3:3].[Cl:8][C:9]1[CH:28]=[CH:27][C:12]2[O:13][C:14]3[CH:26]=[CH:25][CH:24]=[CH:23][C:15]=3[C@@H:16]3[C@H:21]([NH2:22])[CH2:20][CH2:19][CH2:18][N:17]3[C:11]=2[CH:10]=1. The catalyst is C1COCC1. The product is [Cl:8][C:9]1[CH:28]=[CH:27][C:12]2[O:13][C:14]3[CH:26]=[CH:25][CH:24]=[CH:23][C:15]=3[C@@H:16]3[C@H:21]([NH:22][C:6]([NH:5][CH2:1][CH:2]([CH3:4])[CH3:3])=[S:7])[CH2:20][CH2:19][CH2:18][N:17]3[C:11]=2[CH:10]=1. The yield is 0.120. (5) The reactants are [Si]([O:8][C@@H:9]1[C@@:26]2([CH3:27])[C:13](=[CH:14][CH:15]=[C:16]3[C@@H:25]2[CH2:24][CH2:23][C@@:21]2([CH3:22])[C@H:17]3[CH2:18][CH:19]=[C:20]2[CH2:28][S:29][CH2:30][CH2:31][C:32]([OH:35])([CH3:34])[CH3:33])[CH2:12][C@@H:11]([O:36][Si](C(C)(C)C)(C)C)[CH2:10]1)(C(C)(C)C)(C)C.O1CCCC1.[F-].C([N+](CCCC)(CCCC)CCCC)CCC. The catalyst is O1CCCC1. The product is [OH:8][C@@H:9]1[C@@:26]2([CH3:27])[C:13](=[CH:14][CH:15]=[C:16]3[C@@H:25]2[CH2:24][CH2:23][C@@:21]2([CH3:22])[C@H:17]3[CH2:18][CH:19]=[C:20]2[CH2:28][S:29][CH2:30][CH2:31][C:32]([OH:35])([CH3:34])[CH3:33])[CH2:12][C@@H:11]([OH:36])[CH2:10]1. The yield is 0.950.